From a dataset of Hepatocyte clearance measurements from AstraZeneca. Regression/Classification. Given a drug SMILES string, predict its absorption, distribution, metabolism, or excretion properties. Task type varies by dataset: regression for continuous measurements (e.g., permeability, clearance, half-life) or binary classification for categorical outcomes (e.g., BBB penetration, CYP inhibition). For this dataset (clearance_hepatocyte_az), we predict log10(clearance) (log10 of the in vitro intrinsic clearance, CLint, in uL/min per 10^6 hepatocytes; values are censored to the assay range of 3 to 150, which is 0.477 to 2.18 on this log10 scale). (1) The compound is NC(=O)C(c1ccccc1)(c1ccccc1)[C@@H]1CCN(CCc2ccc3c(c2)CCO3)C1. The log10(clearance) is 0.700. (2) The drug is Oc1nc2ccccc2n1C1CCN(Cc2ccc(-c3nc4ccccc4cc3-c3ccccc3)cc2)CC1. The log10(clearance) is 1.55. (3) The compound is Cc1nc(C(=O)N2CCOC3(CCN(Cc4ccc(Cl)cc4)CC3)C2)cs1. The log10(clearance) is 1.67. (4) The molecule is O=C(O)C[C@H]1CC[C@H](c2ccc(-c3ccc(Nc4ccc(C(F)(F)F)nc4)cn3)cc2)CC1. The log10(clearance) is 0.480.